This data is from Peptide-MHC class I binding affinity with 185,985 pairs from IEDB/IMGT. The task is: Regression. Given a peptide amino acid sequence and an MHC pseudo amino acid sequence, predict their binding affinity value. This is MHC class I binding data. (1) The MHC is HLA-A02:01 with pseudo-sequence HLA-A02:01. The binding affinity (normalized) is 0.546. The peptide sequence is VLMDGHTGM. (2) The peptide sequence is NHHPRARSM. The binding affinity (normalized) is 0.0847. The MHC is HLA-A30:01 with pseudo-sequence HLA-A30:01. (3) The peptide sequence is PTWLGAAITL. The MHC is HLA-A02:06 with pseudo-sequence HLA-A02:06. The binding affinity (normalized) is 0.309.